This data is from Full USPTO retrosynthesis dataset with 1.9M reactions from patents (1976-2016). The task is: Predict the reactants needed to synthesize the given product. (1) Given the product [C:25]([O:24][C@H:23]1[C@@H:18]([O:19][C:20](=[O:22])[CH3:21])[C@H:13]([O:14][C:15](=[O:17])[CH3:16])[C@@H:8]([CH2:5][O:4][C:1](=[O:3])[CH3:2])[O:9][C@@H:10]1[S:35][C:32]1[CH:33]=[CH:34][C:29]([CH3:28])=[CH:30][CH:31]=1)(=[O:27])[CH3:26], predict the reactants needed to synthesize it. The reactants are: [C:1]([O:4][C@@H:5]([C@H:8]([C@@H:13]([C@@H:18]([CH2:23][O:24][C:25](=[O:27])[CH3:26])[O:19][C:20](=[O:22])[CH3:21])[O:14][C:15](=[O:17])[CH3:16])[O:9][C:10](=O)C)C=O)(=[O:3])[CH3:2].[CH3:28][C:29]1[CH:34]=[CH:33][C:32]([SH:35])=[CH:31][CH:30]=1.B(F)(F)F.CCOCC. (2) Given the product [CH2:1]([O:8][C:9]([NH:11][C@@H:12]([CH2:16][C:17]1[CH:22]=[CH:21][C:20]([C:23]2[N:24]=[CH:25][C:26]([C:29]3[CH:30]=[CH:31][C:32]([O:35][CH2:36][CH2:37][CH2:38][CH2:39][CH2:40][CH2:41][CH3:42])=[CH:33][CH:34]=3)=[CH:27][N:28]=2)=[CH:19][CH:18]=1)[C:13]([N:43]1[CH2:44][CH:45]([C:47]([O:49][C:50]([CH3:53])([CH3:52])[CH3:51])=[O:48])[CH2:46]1)=[O:14])=[O:10])[C:2]1[CH:3]=[CH:4][CH:5]=[CH:6][CH:7]=1, predict the reactants needed to synthesize it. The reactants are: [CH2:1]([O:8][C:9]([NH:11][C@@H:12]([CH2:16][C:17]1[CH:22]=[CH:21][C:20]([C:23]2[N:28]=[CH:27][C:26]([C:29]3[CH:34]=[CH:33][C:32]([O:35][CH2:36][CH2:37][CH2:38][CH2:39][CH2:40][CH2:41][CH3:42])=[CH:31][CH:30]=3)=[CH:25][N:24]=2)=[CH:19][CH:18]=1)[C:13](O)=[O:14])=[O:10])[C:2]1[CH:7]=[CH:6][CH:5]=[CH:4][CH:3]=1.[NH:43]1[CH2:46][CH:45]([C:47]([O:49][C:50]([CH3:53])([CH3:52])[CH3:51])=[O:48])[CH2:44]1.CCN(C(C)C)C(C)C.CN(C(ON1N=NC2C=CC=NC1=2)=[N+](C)C)C.F[P-](F)(F)(F)(F)F. (3) Given the product [Cl:1][C:2]1[C:3]([CH3:13])=[C:4]([I:12])[C:5]([O:11][CH2:15][CH3:16])=[C:6]([C:8](=[O:10])[CH3:9])[CH:7]=1, predict the reactants needed to synthesize it. The reactants are: [Cl:1][C:2]1[C:3]([CH3:13])=[C:4]([I:12])[C:5]([OH:11])=[C:6]([C:8](=[O:10])[CH3:9])[CH:7]=1.I[CH2:15][CH3:16].C(=O)([O-])[O-].[K+].[K+]. (4) Given the product [CH3:13][O:14][C:15]([C:17]1[S:18][C:19]([C:6]2[CH:7]=[CH:8][C:3]([O:2][CH3:1])=[CH:4][C:5]=2[CH3:12])=[C:20]([CH3:22])[CH:21]=1)=[O:16], predict the reactants needed to synthesize it. The reactants are: [CH3:1][O:2][C:3]1[CH:8]=[CH:7][C:6](B(O)O)=[C:5]([CH3:12])[CH:4]=1.[CH3:13][O:14][C:15]([C:17]1[S:18][C:19](Br)=[C:20]([CH3:22])[CH:21]=1)=[O:16].C([O-])([O-])=O.[K+].[K+]. (5) Given the product [NH2:1][C:2]1[C:11]([Cl:12])=[CH:10][C:9]([O:13][C:14]([F:17])([F:15])[F:16])=[CH:8][C:3]=1[C:4]([OH:6])=[O:5], predict the reactants needed to synthesize it. The reactants are: [NH2:1][C:2]1[C:11]([Cl:12])=[CH:10][C:9]([O:13][C:14]([F:17])([F:16])[F:15])=[CH:8][C:3]=1[C:4]([O:6]C)=[O:5]. (6) Given the product [ClH:1].[Cl:1][C:2]1[CH:21]=[CH:20][C:19]([CH2:22][C@@H:23]([OH:24])[CH2:25][N:27]([CH3:28])[CH3:26])=[CH:18][C:3]=1[C:4]([NH:6][CH2:7][C:8]12[CH2:15][CH:14]3[CH2:16][CH:10]([CH2:11][CH:12]([CH2:13]3)[CH2:17]1)[CH2:9]2)=[O:5], predict the reactants needed to synthesize it. The reactants are: [Cl:1][C:2]1[CH:21]=[CH:20][C:19]([CH2:22][C@@H:23]2[CH2:25][O:24]2)=[CH:18][C:3]=1[C:4]([NH:6][CH2:7][C:8]12[CH2:17][CH:12]3[CH2:13][CH:14]([CH2:16][CH:10]([CH2:11]3)[CH2:9]1)[CH2:15]2)=[O:5].[CH3:26][NH:27][CH3:28].CN1CCCC1=O.Cl. (7) Given the product [Cl:19][C:15]1[CH:14]=[C:13]([NH:12][C:4]2[C:5]3[S:10](=[O:11])[CH2:9][CH2:8][C:6]=3[N:7]=[C:2]([N:23]3[CH2:22][CH2:21][N:20]([C:26]4[CH:27]=[CH:28][C:29]([C:30]([O:32][CH2:33][CH3:34])=[O:31])=[CH:35][CH:36]=4)[CH2:25][CH2:24]3)[N:3]=2)[CH:18]=[CH:17][CH:16]=1, predict the reactants needed to synthesize it. The reactants are: Cl[C:2]1[N:3]=[C:4]([NH:12][C:13]2[CH:18]=[CH:17][CH:16]=[C:15]([Cl:19])[CH:14]=2)[C:5]2[S:10](=[O:11])[CH2:9][CH2:8][C:6]=2[N:7]=1.[N:20]1([C:26]2[CH:36]=[CH:35][C:29]([C:30]([O:32][CH2:33][CH3:34])=[O:31])=[CH:28][CH:27]=2)[CH2:25][CH2:24][NH:23][CH2:22][CH2:21]1.C(N(C(C)C)CC)(C)C.O. (8) The reactants are: [C:1]([O:13]C)(=[O:12])[C:2]1[CH:11]=[CH:10][C:5]([C:6]([O:8]C)=[O:7])=[CH:4][CH:3]=1. Given the product [C:1]([OH:13])(=[O:12])[C:2]1[CH:11]=[CH:10][C:5]([C:6]([OH:8])=[O:7])=[CH:4][CH:3]=1, predict the reactants needed to synthesize it. (9) Given the product [F:52][C:51]([F:54])([F:53])[C:49]([OH:55])=[O:50].[C:5]([C:4]1[CH:3]=[C:2]([NH:1][C:16]([N:44]2[CH2:45][CH2:46][CH2:47][CH:43]2[C:39]2[CH:40]=[CH:41][CH:42]=[C:37]([C:36](=[O:48])[NH:35][C:33]3[S:34][C:28]4[CH2:27][N:26]([CH3:25])[CH2:31][CH2:30][C:29]=4[N:32]=3)[CH:38]=2)=[O:17])[CH:10]=[CH:9][CH:8]=1)(=[O:6])[NH2:7], predict the reactants needed to synthesize it. The reactants are: [NH2:1][C:2]1[CH:3]=[C:4]([CH:8]=[CH:9][CH:10]=1)[C:5]([NH2:7])=[O:6].C1N=CN([C:16](N2C=NC=C2)=[O:17])C=1.Cl.Cl.[CH3:25][N:26]1[CH2:31][CH2:30][C:29]2[N:32]=[C:33]([NH:35][C:36](=[O:48])[C:37]3[CH:42]=[CH:41][CH:40]=[C:39]([CH:43]4[CH2:47][CH2:46][CH2:45][NH:44]4)[CH:38]=3)[S:34][C:28]=2[CH2:27]1.[C:49]([OH:55])([C:51]([F:54])([F:53])[F:52])=[O:50]. (10) Given the product [CH3:1][O:2][C:3]1[CH:4]=[C:5]2[CH2:14][CH:13]([CH2:15][CH:16]3[CH2:17][CH2:18][N:19]([CH2:22][C:23]4[CH:28]=[CH:27][CH:26]=[CH:25][CH:24]=4)[CH2:20][CH2:21]3)[C:11](=[O:12])[C:6]2=[CH:7][C:8]=1[O:9][CH3:10].[C:34]([CH:32]([CH:30]([C:29]([O-:38])=[O:37])[OH:31])[OH:33])([O-:36])=[O:35], predict the reactants needed to synthesize it. The reactants are: [CH3:1][O:2][C:3]1[CH:4]=[C:5]2[CH2:14][CH:13]([CH2:15][CH:16]3[CH2:21][CH2:20][N:19]([CH2:22][C:23]4[CH:24]=[CH:25][CH:26]=[CH:27][CH:28]=4)[CH2:18][CH2:17]3)[C:11](=[O:12])[C:6]2=[CH:7][C:8]=1[O:9][CH3:10].[C:29]([OH:38])(=[O:37])[CH:30]([CH:32]([C:34]([OH:36])=[O:35])[OH:33])[OH:31].